Predict the reaction yield, written as a fraction of the theoretical maximum amount of product (1.0 means a 100% yield; for example, 0.34 means a 34% yield). From a dataset of Reaction yield outcomes from USPTO patents with 853,638 reactions. (1) The reactants are [CH:1]([N:4]1[CH2:9][CH2:8][N:7]([C:10](=[O:19])/[CH:11]=[CH:12]/[C:13]2[CH:14]=[N:15][N:16]([CH3:18])[CH:17]=2)[CH2:6][CH2:5]1)([CH3:3])[CH3:2].[H-].[Na+].Cl.[CH3:23]S(C)=O. No catalyst specified. The product is [CH:1]([N:4]1[CH2:5][CH2:6][N:7]([C:10]([C@@H:11]2[CH2:23][C@H:12]2[C:13]2[CH:14]=[N:15][N:16]([CH3:18])[CH:17]=2)=[O:19])[CH2:8][CH2:9]1)([CH3:3])[CH3:2]. The yield is 0.0900. (2) The yield is 0.750. The catalyst is N1C=CC=CC=1.ClCCl. The product is [Cl:32][C:4]1[CH:5]=[C:6]([CH:9]([CH3:31])[C:10]([NH:12][CH2:13][C:14]2[C:15]([N:24]3[CH2:29][CH2:28][CH:27]([CH3:30])[CH2:26][CH2:25]3)=[N:16][C:17]([C:20]([F:23])([F:21])[F:22])=[CH:18][CH:19]=2)=[O:11])[CH:7]=[CH:8][C:3]=1[CH2:2][NH:1][S:34]([CH3:33])(=[O:36])=[O:35]. The reactants are [NH2:1][CH2:2][C:3]1[CH:8]=[CH:7][C:6]([CH:9]([CH3:31])[C:10]([NH:12][CH2:13][C:14]2[C:15]([N:24]3[CH2:29][CH2:28][CH:27]([CH3:30])[CH2:26][CH2:25]3)=[N:16][C:17]([C:20]([F:23])([F:22])[F:21])=[CH:18][CH:19]=2)=[O:11])=[CH:5][C:4]=1[Cl:32].[CH3:33][S:34](Cl)(=[O:36])=[O:35]. (3) The reactants are [O:1]1[C:5]2([CH2:10][CH2:9][CH:8]([NH:11][C:12]3[NH:16][N:15]=[CH:14][CH:13]=3)[CH2:7][CH2:6]2)[O:4][CH2:3][CH2:2]1.N12CCCN=C1CCCCC2.[C:28]([C:30]1[CH:35]=[CH:34][CH:33]=[CH:32][C:31]=1[C:36]1[CH:41]=[CH:40][C:39]([CH2:42][CH:43]([C:49](=O)[CH2:50][CH2:51][CH3:52])[C:44](OCC)=[O:45])=[CH:38][C:37]=1[O:54][CH3:55])#[N:29].C(OCC)(=O)C. The catalyst is CCN(C1C=CC=CC=1)CC.O. The product is [O:4]1[C:5]2([CH2:6][CH2:7][CH:8]([N:11]3[C:44](=[O:45])[C:43]([CH2:42][C:39]4[CH:40]=[CH:41][C:36]([C:31]5[C:30]([C:28]#[N:29])=[CH:35][CH:34]=[CH:33][CH:32]=5)=[C:37]([O:54][CH3:55])[CH:38]=4)=[C:49]([CH2:50][CH2:51][CH3:52])[N:16]4[N:15]=[CH:14][CH:13]=[C:12]34)[CH2:9][CH2:10]2)[O:1][CH2:2][CH2:3]1. The yield is 0.700. (4) The reactants are [C:1]([O:5][C:6]([N:8]1[CH2:13][CH2:12][CH:11]([C:14]2[N:15]([CH2:30][CH2:31]O)[CH:16]=[C:17]([C:19]3[CH:24]=[CH:23][C:22]([F:25])=[C:21]([C:26]([F:29])([F:28])[F:27])[CH:20]=3)[N:18]=2)[CH2:10][CH2:9]1)=[O:7])([CH3:4])([CH3:3])[CH3:2].C([N:35]([CH:39]([CH3:41])C)[CH:36](C)C)C.[CH3:42]S(Cl)(=O)=O.S([O-])(=O)(=O)C.N1CCC1. The catalyst is C1COCC1. The product is [C:1]([O:5][C:6]([N:8]1[CH2:13][CH2:12][CH:11]([C:14]2[N:15]([CH2:30][CH2:31][N:35]3[CH2:36][CH2:41][CH2:39]3)[CH:16]=[C:17]([C:19]3[CH:24]=[CH:23][C:22]([F:25])=[C:21]([C:26]([F:27])([F:28])[F:29])[CH:20]=3)[N:18]=2)[CH:10]([CH3:42])[CH2:9]1)=[O:7])([CH3:3])([CH3:2])[CH3:4]. The yield is 0.380. (5) The yield is 0.236. The product is [CH3:20][CH:19]([CH3:21])[C:18]([NH:17][C:13]1[CH:14]=[CH:15][CH:16]=[C:11]([CH:8]2[CH2:9][CH2:10][N:5]([CH2:4][CH2:3][C@H:2]([O:1][C:29]3[CH:34]=[CH:33][CH:32]=[CH:31][CH:30]=3)[C:23]3[CH:24]=[CH:25][CH:26]=[CH:27][CH:28]=3)[CH2:6][CH2:7]2)[CH:12]=1)=[O:22]. The reactants are [OH:1][C@@H:2]([C:23]1[CH:28]=[CH:27][CH:26]=[CH:25][CH:24]=1)[CH2:3][CH2:4][N:5]1[CH2:10][CH2:9][CH:8]([C:11]2[CH:12]=[C:13]([NH:17][C:18](=[O:22])[CH:19]([CH3:21])[CH3:20])[CH:14]=[CH:15][CH:16]=2)[CH2:7][CH2:6]1.[C:29]1(O)[CH:34]=[CH:33][CH:32]=[CH:31][CH:30]=1.C1(P(C2C=CC=CC=2)C2C=CC=CC=2)C=CC=CC=1.N(C(OCC)=O)=NC(OCC)=O.N. The catalyst is C1COCC1.C(Cl)(Cl)Cl.